From a dataset of Catalyst prediction with 721,799 reactions and 888 catalyst types from USPTO. Predict which catalyst facilitates the given reaction. (1) Reactant: [H-].[Na+].[S:3]1[CH:7]=[CH:6][N:5]=[C:4]1[C:8]1([OH:12])[CH2:11][CH2:10][CH2:9]1.Cl[CH2:14][O:15][CH3:16]. Product: [CH3:14][O:15][CH2:16][O:12][C:8]1([C:4]2[S:3][CH:7]=[CH:6][N:5]=2)[CH2:11][CH2:10][CH2:9]1. The catalyst class is: 9. (2) Reactant: [Li]CCCC.C([Mg]Cl)CCC.Br[C:13]1[CH:18]=[CH:17][CH:16]=[C:15]([Br:19])[N:14]=1.CN([CH:23]=[O:24])C.C(O)(=O)CC(CC(O)=O)(C(O)=O)O. Product: [Br:19][C:15]1[N:14]=[C:13]([CH:23]=[O:24])[CH:18]=[CH:17][CH:16]=1. The catalyst class is: 93. (3) Reactant: [OH-].[Na+].[CH3:3][O:4][C:5]1[N:10]=[CH:9][C:8]([N:11]2[C:15]([C:16]3[CH:21]=[N:20][CH:19]=[CH:18][N:17]=3)=[CH:14][C:13]([C:22]([O:24]CC)=[O:23])=[N:12]2)=[CH:7][CH:6]=1.Cl.O. Product: [CH3:3][O:4][C:5]1[N:10]=[CH:9][C:8]([N:11]2[C:15]([C:16]3[CH:21]=[N:20][CH:19]=[CH:18][N:17]=3)=[CH:14][C:13]([C:22]([OH:24])=[O:23])=[N:12]2)=[CH:7][CH:6]=1. The catalyst class is: 162. (4) Reactant: [F:1][C:2]([F:12])([C:5]([F:11])([F:10])[C:6]([F:9])([F:8])[F:7])[CH2:3][OH:4].N1C=CC=CC=1.[Cl-].[C:20]([O:27][CH2:28][CH:29]([CH2:34][CH3:35])[CH2:30][CH2:31][CH2:32][CH3:33])(=[O:26])/[CH:21]=[CH:22]\[C:23]([O-])=[O:24].C(OCC)(=O)C. Product: [C:20]([O:27][CH2:28][CH:29]([CH2:34][CH3:35])[CH2:30][CH2:31][CH2:32][CH3:33])(=[O:26])/[CH:21]=[CH:22]\[C:23]([O:4][CH2:3][C:2]([F:12])([F:1])[C:5]([F:10])([F:11])[C:6]([F:7])([F:8])[F:9])=[O:24]. The catalyst class is: 10. (5) Reactant: [Cl:1][C:2]1[C:3]([NH:26][C@@H:27]2[C@@H:32]3[CH2:33][C@@H:29]([CH:30]=[CH:31]3)[C@@H:28]2[C:34]([NH2:36])=[O:35])=[C:4]2[N:10]=[C:9]([C:11]3[CH:16]=[CH:15][C:14]([CH2:17][N:18]4[CH2:23][CH2:22][NH:21][CH2:20][CH2:19]4)=[CH:13][C:12]=3[O:24][CH3:25])[NH:8][C:5]2=[N:6][CH:7]=1.[C:37](OC(=O)C)(=[O:39])[CH3:38].C(N(CC)CC)C. Product: [C:37]([N:21]1[CH2:22][CH2:23][N:18]([CH2:17][C:14]2[CH:15]=[CH:16][C:11]([C:9]3[NH:8][C:5]4=[N:6][CH:7]=[C:2]([Cl:1])[C:3]([NH:26][C@@H:27]5[C@H:32]6[CH2:33][C@@H:29]([CH:30]=[CH:31]6)[C@@H:28]5[C:34]([NH2:36])=[O:35])=[C:4]4[N:10]=3)=[C:12]([O:24][CH3:25])[CH:13]=2)[CH2:19][CH2:20]1)(=[O:39])[CH3:38]. The catalyst class is: 4.